The task is: Predict the reactants needed to synthesize the given product.. This data is from Full USPTO retrosynthesis dataset with 1.9M reactions from patents (1976-2016). Given the product [CH3:1][O:2][C:3]1[CH:11]=[CH:10][CH:9]=[C:8]2[C:4]=1[CH:5]=[C:6]([C:12]([NH:14][C:15]1[CH:20]=[CH:19][C:18]([C:33]3[N:34]=[C:35]([C@H:43]4[CH2:48][CH2:47][C@H:46]([N:49]5[CH2:54][CH2:53][N:52]([CH3:55])[CH2:51][CH2:50]5)[CH2:45][CH2:44]4)[N:36]4[CH:41]=[CH:40][N:39]=[C:38]([CH3:42])[C:37]=34)=[CH:17][C:16]=1[O:30][CH3:31])=[O:13])[NH:7]2, predict the reactants needed to synthesize it. The reactants are: [CH3:1][O:2][C:3]1[CH:11]=[CH:10][CH:9]=[C:8]2[C:4]=1[CH:5]=[C:6]([C:12]([NH:14][C:15]1[CH:20]=[CH:19][C:18](B3OC(C)(C)C(C)(C)O3)=[CH:17][C:16]=1[O:30][CH3:31])=[O:13])[NH:7]2.Br[C:33]1[N:34]=[C:35]([C@H:43]2[CH2:48][CH2:47][C@H:46]([N:49]3[CH2:54][CH2:53][N:52]([CH3:55])[CH2:51][CH2:50]3)[CH2:45][CH2:44]2)[N:36]2[CH:41]=[CH:40][N:39]=[C:38]([CH3:42])[C:37]=12.